This data is from Catalyst prediction with 721,799 reactions and 888 catalyst types from USPTO. The task is: Predict which catalyst facilitates the given reaction. (1) Product: [CH:25]1[N:26]2[C:35]3[C:30]([CH2:29][CH2:28][C:27]2=[C:23]([CH2:22][CH:10]([C:9]2[NH:5][N:6]=[N:7][N:8]=2)[CH2:11][CH2:12][CH2:13][NH2:14])[N:24]=1)=[CH:31][CH:32]=[CH:33][CH:34]=3. The catalyst class is: 54. Reactant: C(CC[N:5]1[C:9]([CH:10]([CH2:22][C:23]2[N:24]=[CH:25][N:26]3[C:35]4[C:30](=[CH:31][CH:32]=[CH:33][CH:34]=4)[CH2:29][CH2:28][C:27]=23)[CH2:11][CH2:12][CH2:13][NH:14]C(=O)OC(C)(C)C)=[N:8][N:7]=[N:6]1)#N.[OH-].[Na+].O.Cl. (2) Reactant: [CH3:1][C:2]1[CH:7]=[C:6]([CH3:8])[CH:5]=[C:4]([CH3:9])[C:3]=1[C:10](=[O:12])[CH3:11].[C:13](OCC)(=[O:19])[C:14]([O:16][CH2:17][CH3:18])=[O:15].[H-].[Na+]. Product: [O:19]=[C:13]([CH2:11][C:10](=[O:12])[C:3]1[C:4]([CH3:9])=[CH:5][C:6]([CH3:8])=[CH:7][C:2]=1[CH3:1])[C:14]([O:16][CH2:17][CH3:18])=[O:15]. The catalyst class is: 11. (3) Reactant: Br[C:2]1[CH:17]=[C:16]([Cl:18])[CH:15]=[CH:14][C:3]=1[C:4]([NH:6][C:7](=[O:13])[O:8][C:9]([CH3:12])([CH3:11])[CH3:10])=O.[CH3:19][C:20]1(C)[C:24](C)(C)[O:23]B(B2O[C:20](C)([CH3:19])[C:24](C)(C)[O:23]2)O1.CC([O-])=O.[K+].C(Cl)Cl.B([O-])[O-].B(O)O.ClCO[C:54]1[N:59]=CC=C[N:55]=1.C([O-])([O-])=O.[Na+].[Na+]. Product: [Cl:18][C:16]1[CH:15]=[CH:14][C:3]([CH2:4][NH:6][C:7](=[O:13])[O:8][C:9]([CH3:12])([CH3:11])[CH3:10])=[C:2]([C:19]2[CH:20]=[C:24]([OH:23])[N:59]=[CH:54][N:55]=2)[CH:17]=1. The catalyst class is: 75. (4) Reactant: C[O:2][C:3]([C@H:5]1[CH2:10][CH2:9][C@H:8]([N:11]([C:13]([O:15][C:16]([CH3:19])([CH3:18])[CH3:17])=[O:14])[CH3:12])[CH2:7][CH2:6]1)=O.[Li+].[BH4-].Cl. Product: [C:16]([O:15][C:13](=[O:14])[N:11]([C@H:8]1[CH2:7][CH2:6][C@H:5]([CH2:3][OH:2])[CH2:10][CH2:9]1)[CH3:12])([CH3:17])([CH3:19])[CH3:18]. The catalyst class is: 116. (5) Reactant: [Br:1][C:2]1[C:10]2[C:5](=[N+:6]([O-:11])[CH:7]=[CH:8][CH:9]=2)[S:4][C:3]=1[S:12]([C:15]1[CH:20]=[C:19]([F:21])[CH:18]=[C:17]([C:22]#[N:23])[CH:16]=1)(=[O:14])=[O:13].[N+:24]([O-])([OH:26])=[O:25].CCOCC. Product: [Br:1][C:2]1[C:10]2[C:5](=[N+:6]([O-:11])[CH:7]=[C:8]([N+:24]([O-:26])=[O:25])[CH:9]=2)[S:4][C:3]=1[S:12]([C:15]1[CH:20]=[C:19]([F:21])[CH:18]=[C:17]([C:22]#[N:23])[CH:16]=1)(=[O:13])=[O:14]. The catalyst class is: 15. (6) Reactant: [CH2:1]([O:3][C@H:4]([CH2:10][C:11]1[CH:16]=[CH:15][C:14]([O:17][CH2:18][C:19]([C:21]2[CH:26]=[CH:25][CH:24]=[C:23]([O:27][CH3:28])[CH:22]=2)=[O:20])=[CH:13][CH:12]=1)[C:5]([O:7]CC)=[O:6])[CH3:2].[Li+].[OH-].Cl. Product: [CH2:1]([O:3][C@H:4]([CH2:10][C:11]1[CH:16]=[CH:15][C:14]([O:17][CH2:18][C:19]([C:21]2[CH:26]=[CH:25][CH:24]=[C:23]([O:27][CH3:28])[CH:22]=2)=[O:20])=[CH:13][CH:12]=1)[C:5]([OH:7])=[O:6])[CH3:2]. The catalyst class is: 5. (7) Reactant: I[C:2]1[C:10]2[C:5](=[N:6][CH:7]=[N:8][C:9]=2[NH2:11])[N:4]([CH:12]([C:14]2[C:15]([CH3:29])=[C:16]3[N:21]([C:22]=2[C:23]2[CH:28]=[CH:27][CH:26]=[CH:25][N:24]=2)[CH:20]=[CH:19][CH:18]=[CH:17]3)[CH3:13])[N:3]=1.[F:30][C:31]1[CH:32]=[C:33](B(O)O)[CH:34]=[C:35]([OH:37])[CH:36]=1.CCO.C([O-])([O-])=O.[Na+].[Na+]. Product: [NH2:11][C:9]1[N:8]=[CH:7][N:6]=[C:5]2[N:4]([CH:12]([C:14]3[C:15]([CH3:29])=[C:16]4[N:21]([C:22]=3[C:23]3[CH:28]=[CH:27][CH:26]=[CH:25][N:24]=3)[CH:20]=[CH:19][CH:18]=[CH:17]4)[CH3:13])[N:3]=[C:2]([C:33]3[CH:34]=[C:35]([OH:37])[CH:36]=[C:31]([F:30])[CH:32]=3)[C:10]=12. The catalyst class is: 104. (8) Product: [CH3:2][C:3]1([CH3:9])[CH2:7][CH2:6][CH2:5][C@H:4]1[NH:8][C:16]1[C:17]2[CH:36]=[CH:35][NH:34][C:18]=2[N:19]=[C:20]([NH:22][C:23]2[CH:24]=[C:25]([NH:29][S:30]([CH3:33])(=[O:32])=[O:31])[CH:26]=[CH:27][CH:28]=2)[N:21]=1. The catalyst class is: 578. Reactant: Cl.[CH3:2][C:3]1([CH3:9])[CH2:7][CH2:6][CH2:5][C@H:4]1[NH2:8].C1(N)CCC1.Cl[C:16]1[C:17]2[CH:36]=[CH:35][NH:34][C:18]=2[N:19]=[C:20]([NH:22][C:23]2[CH:24]=[C:25]([NH:29][S:30]([CH3:33])(=[O:32])=[O:31])[CH:26]=[CH:27][CH:28]=2)[N:21]=1.ClC1N=C(NC2C=C(NS(C)(=O)=O)C=CC=2)N=C2C=1N=CN2. (9) Reactant: [CH2:1]([C:3]1[CH:21]=[CH:20][C:6]([O:7][C:8]2[CH:13]=[CH:12][C:11]([C:14]3[O:15][C:16](=[O:19])[CH2:17][N:18]=3)=[CH:10][CH:9]=2)=[CH:5][CH:4]=1)[CH3:2].[CH:22]([O:25][C:26]1[CH:33]=[CH:32][C:29]([CH:30]=O)=[CH:28][CH:27]=1)([CH3:24])[CH3:23].C(N(CC)CC)C.O. Product: [CH2:1]([C:3]1[CH:21]=[CH:20][C:6]([O:7][C:8]2[CH:9]=[CH:10][C:11]([C:14]3[O:15][C:16](=[O:19])/[C:17](=[CH:30]/[C:29]4[CH:32]=[CH:33][C:26]([O:25][CH:22]([CH3:24])[CH3:23])=[CH:27][CH:28]=4)/[N:18]=3)=[CH:12][CH:13]=2)=[CH:5][CH:4]=1)[CH3:2]. The catalyst class is: 48. (10) Reactant: COC(=O)N.[CH3:6][O:7][C:8](=[O:37])[NH:9][CH:10]([C:14]([N:16]1[CH2:20][CH2:19][CH2:18][CH:17]1[C:21]1[NH:22][C:23]([C:26]2[C:35]3[C:30](=[CH:31][CH:32]=[CH:33][CH:34]=3)[C:29](Br)=[CH:28][CH:27]=2)=[CH:24][N:25]=1)=[O:15])[CH:11]([CH3:13])[CH3:12].[CH3:38][O:39][C:40](=[O:73])[NH:41][CH:42]([C:46]([N:48]1[CH2:52][CH2:51][CH2:50][CH:49]1[C:53]1[NH:54][C:55]([C:58]2[CH:63]=[CH:62][C:61](B3OC(C)(C)C(C)(C)O3)=[CH:60][CH:59]=2)=[CH:56][N:57]=1)=[O:47])[CH:43]([CH3:45])[CH3:44].C([O-])(O)=O.[Na+]. Product: [CH3:6][O:7][C:8](=[O:37])[NH:9][CH:10]([C:14]([N:16]1[CH2:20][CH2:19][CH2:18][CH:17]1[C:21]1[NH:22][C:23]([C:26]2[C:35]3[C:30](=[CH:31][CH:32]=[CH:33][CH:34]=3)[C:29]([C:61]3[CH:62]=[CH:63][C:58]([C:55]4[NH:54][C:53]([CH:49]5[CH2:50][CH2:51][CH2:52][N:48]5[C:46](=[O:47])[CH:42]([NH:41][C:40]([O:39][CH3:38])=[O:73])[CH:43]([CH3:45])[CH3:44])=[N:57][CH:56]=4)=[CH:59][CH:60]=3)=[CH:28][CH:27]=2)=[CH:24][N:25]=1)=[O:15])[CH:11]([CH3:13])[CH3:12]. The catalyst class is: 149.